Dataset: Experimentally validated miRNA-target interactions with 360,000+ pairs, plus equal number of negative samples. Task: Binary Classification. Given a miRNA mature sequence and a target amino acid sequence, predict their likelihood of interaction. The miRNA is hsa-miR-1285-3p with sequence UCUGGGCAACAAAGUGAGACCU. The protein sequence of the target gene is MALWRGSACAGFLALAVGCVFLLEPELPGTALRSLWSSLRLGPAPVPVGPLSPESRLAAAWDALIAQPARRWRRVAVGVNACVDVVISGVKLLQALGLSPGSGKDHAILHSRSDLEEAFLYFMGKGAAAERFFSDKETFHDIAQAASEFPGAQHYVGGNAALIGQRFAANTDLKVLLCGPIGPKLHELLDDNVFVPPESLQEEDEFHLILEYLAGEEWGPFKAPHANRFIFSHDLSNGAMNMLEVFVSSLEEFQPDLVVLSGLHMMEGQSKELQRKRLLEVVTAISDIPTGIPVHLELAS.... Result: 0 (no interaction).